From a dataset of Reaction yield outcomes from USPTO patents with 853,638 reactions. Predict the reaction yield, written as a fraction of the theoretical maximum amount of product (1.0 means a 100% yield; for example, 0.34 means a 34% yield). The reactants are [CH3:1][N:2]1[CH2:7][CH2:6][N:5]([C:8]2[CH:26]=[CH:25][C:11]([CH2:12][C:13](C)([C:19](OCC)=O)[C:14]([O:16]CC)=[O:15])=[CH:10][CH:9]=2)[CH2:4][CH2:3]1. The catalyst is Cl. The product is [CH3:1][N:2]1[CH2:3][CH2:4][N:5]([C:8]2[CH:26]=[CH:25][C:11]([CH2:12][CH:13]([CH3:19])[C:14]([OH:16])=[O:15])=[CH:10][CH:9]=2)[CH2:6][CH2:7]1. The yield is 0.636.